Task: Predict the reaction yield, written as a fraction of the theoretical maximum amount of product (1.0 means a 100% yield; for example, 0.34 means a 34% yield).. Dataset: Reaction yield outcomes from USPTO patents with 853,638 reactions (1) The reactants are [CH:1]1[CH:6]=[CH:5][C:4]([CH2:7][O:8][C:9]([NH:11][CH2:12][C:13]([NH2:15])=[S:14])=[O:10])=[CH:3][CH:2]=1.C(=O)([O-])O.[K+].C([CH:23](Br)[C:24](=O)[C:25]([O-:27])=[O:26])C.F[C:31](F)(F)[C:32](OC(=O)C(F)(F)F)=O.N1C(C)=CC=CC=1C. The catalyst is COCCOC. The product is [CH2:7]([O:8][C:9]([NH:11][CH2:12][C:13]1[S:14][CH:23]=[C:24]([C:25]([O:27][CH2:31][CH3:32])=[O:26])[N:15]=1)=[O:10])[C:4]1[CH:5]=[CH:6][CH:1]=[CH:2][CH:3]=1. The yield is 0.850. (2) The product is [C@H:1]1([NH:10][C:11]2[CH:20]=[CH:19][C:18]3[C:13](=[CH:14][CH:15]=[C:16]([NH:21][C:26]([NH:25][CH:22]([CH3:24])[CH3:23])=[O:27])[CH:17]=3)[N:12]=2)[C:9]2[C:4](=[CH:5][CH:6]=[CH:7][CH:8]=2)[CH2:3][CH2:2]1. The catalyst is C1(C)C=CC=CC=1. The reactants are [C@H:1]1([NH:10][C:11]2[CH:20]=[CH:19][C:18]3[C:13](=[CH:14][CH:15]=[C:16]([NH2:21])[CH:17]=3)[N:12]=2)[C:9]2[C:4](=[CH:5][CH:6]=[CH:7][CH:8]=2)[CH2:3][CH2:2]1.[CH:22]([N:25]=[C:26]=[O:27])([CH3:24])[CH3:23]. The yield is 0.850. (3) The reactants are [N+](=[C:3]([C:8]1[CH:13]=[CH:12][C:11]([O:14][CH3:15])=[C:10]([O:16][CH3:17])[CH:9]=1)[C:4]([O:6][CH3:7])=[O:5])=[N-].[CH:18](/[C:22]1[CH:27]=[CH:26][CH:25]=[CH:24][CH:23]=1)=[CH:19]\[CH:20]=[CH2:21]. The catalyst is C1(C)C=CC=CC=1. The product is [CH3:17][O:16][C:10]1[CH:9]=[C:8]([C:3]2([C:4]([O:6][CH3:7])=[O:5])[CH2:21][CH:20]2/[CH:19]=[CH:18]/[C:22]2[CH:27]=[CH:26][CH:25]=[CH:24][CH:23]=2)[CH:13]=[CH:12][C:11]=1[O:14][CH3:15]. The yield is 0.920. (4) The reactants are [F:1][C:2]1[CH:10]=[C:9]2[C:5]([C:6]([C:20]3[CH:21]=[N:22][N:23]([CH2:25][CH:26]4[CH2:31][CH2:30]N(C(OC(C)(C)C)=O)CC4)[CH:24]=3)=[CH:7][N:8]2S(C2C=CC=CC=2)(=O)=O)=[CH:4][CH:3]=1.FC1C=C2C(C(C3C=NNC=3)=CN2[S:49]([C:52]2C=CC=C[CH:53]=2)(=[O:51])=[O:50])=CC=1.CS(OCC1CCS(=O)(=O)CC1)(=O)=O. No catalyst specified. The product is [F:1][C:2]1[CH:10]=[C:9]2[C:5]([C:6]([C:20]3[CH:21]=[N:22][N:23]([CH2:25][CH:26]4[CH2:53][CH2:52][S:49](=[O:51])(=[O:50])[CH2:30][CH2:31]4)[CH:24]=3)=[CH:7][NH:8]2)=[CH:4][CH:3]=1. The yield is 0.320. (5) The reactants are [Cl:1][C:2]1[CH:3]=[C:4]([C:11]([C:14]2[NH:15][CH:16]=[CH:17][CH:18]=2)([CH3:13])[CH3:12])[CH:5]=[C:6]([N+:8]([O-:10])=[O:9])[CH:7]=1.[H-].[Na+].[CH2:21](I)[CH3:22]. The catalyst is CN(C=O)C. The product is [Cl:1][C:2]1[CH:3]=[C:4]([C:11]([C:14]2[N:15]([CH2:21][CH3:22])[CH:16]=[CH:17][CH:18]=2)([CH3:13])[CH3:12])[CH:5]=[C:6]([N+:8]([O-:10])=[O:9])[CH:7]=1. The yield is 0.640. (6) The reactants are [ClH:1].[NH2:2][C:3]1[N:8]=[CH:7][C:6](/[CH:9]=[CH:10]/[C:11]([OH:13])=O)=[CH:5][C:4]=1[CH2:14][N:15]1[CH2:19][CH2:18][CH2:17][CH2:16]1.Cl.CN1CC2C=C(/C=C/C(O)=O)C=NC=2NC(=O)C1.[CH3:39][NH:40][CH2:41][C:42]1[CH:51]=[CH:50][C:49]2[C:44](=[CH:45][CH:46]=[CH:47][CH:48]=2)[CH:43]=1.CNCC1C=CC2C(=CC=CC=2)C=1CCC. No catalyst specified. The product is [ClH:1].[NH2:2][C:3]1[N:8]=[CH:7][C:6](/[CH:9]=[CH:10]/[C:11]([N:40]([CH3:39])[CH2:41][C:42]2[CH:51]=[CH:50][C:49]3[C:44](=[CH:45][CH:46]=[CH:47][CH:48]=3)[CH:43]=2)=[O:13])=[CH:5][C:4]=1[CH2:14][N:15]1[CH2:19][CH2:18][CH2:17][CH2:16]1. The yield is 0.570. (7) The reactants are [CH3:1][C:2]1[N:3]([C:8]2[CH:12]=[CH:11][N:10]([CH3:13])[N:9]=2)[C:4]([CH3:7])=[CH:5][CH:6]=1.C([Li])CCC.Cl[C:20]([O:22][CH3:23])=[O:21]. The catalyst is O1CCCC1. The product is [CH3:23][O:22][C:20]([C:11]1[N:10]([CH3:13])[N:9]=[C:8]([N:3]2[C:2]([CH3:1])=[CH:6][CH:5]=[C:4]2[CH3:7])[CH:12]=1)=[O:21]. The yield is 0.440.